From a dataset of Forward reaction prediction with 1.9M reactions from USPTO patents (1976-2016). Predict the product of the given reaction. (1) The product is: [CH2:1]([O:8][CH:9]1[CH2:10][CH:11]([N:13]2[C:21](=[O:22])[C:20]3[N:19]([CH2:23][C:24]4[CH:25]=[CH:26][C:27]([Cl:30])=[CH:28][CH:29]=4)[C:18]([Cl:40])=[N:17][C:16]=3[N:15]([CH3:31])[C:14]2=[O:32])[CH2:12]1)[C:2]1[CH:7]=[CH:6][CH:5]=[CH:4][CH:3]=1. Given the reactants [CH2:1]([O:8][CH:9]1[CH2:12][CH:11]([N:13]2[C:21](=[O:22])[C:20]3[N:19]([CH2:23][C:24]4[CH:29]=[CH:28][C:27]([Cl:30])=[CH:26][CH:25]=4)[CH:18]=[N:17][C:16]=3[N:15]([CH3:31])[C:14]2=[O:32])[CH2:10]1)[C:2]1[CH:7]=[CH:6][CH:5]=[CH:4][CH:3]=1.C1C(=O)N([Cl:40])C(=O)C1, predict the reaction product. (2) The product is: [C:9]([O:12][CH2:13][C@@H:14]1[C@@H:18]([O:19][C:20](=[O:22])[CH3:21])[C@@H:17]([O:23][C:24](=[O:26])[CH3:25])[C@H:16]([N:27]2[CH:35]=[N:34][C:33]3[C:28]2=[N:29][C:30]([I:39])=[N:31][C:32]=3[Cl:36])[O:15]1)(=[O:11])[CH3:10]. Given the reactants N(OCCC(C)C)=O.[C:9]([O:12][CH2:13][C@@H:14]1[C@@H:18]([O:19][C:20](=[O:22])[CH3:21])[C@@H:17]([O:23][C:24](=[O:26])[CH3:25])[C@H:16]([N:27]2[CH:35]=[N:34][C:33]3[C:28]2=[N:29][C:30](N)=[N:31][C:32]=3[Cl:36])[O:15]1)(=[O:11])[CH3:10].C(I)[I:39].[O-]S([O-])(=S)=O.[Na+].[Na+], predict the reaction product. (3) Given the reactants [C:1]([C:5]1[CH:6]=[C:7]([NH:11][C:12]([NH:14][C:15]2[CH:20]=[CH:19][C:18]([O:21][CH:22]3[CH2:27][CH2:26][N:25](C(OC(C)(C)C)=O)[CH2:24][CH2:23]3)=[CH:17][CH:16]=2)=[O:13])[N:8]([CH3:10])[N:9]=1)([CH3:4])([CH3:3])[CH3:2].FC(F)(F)C(O)=O, predict the reaction product. The product is: [C:1]([C:5]1[CH:6]=[C:7]([NH:11][C:12]([NH:14][C:15]2[CH:20]=[CH:19][C:18]([O:21][CH:22]3[CH2:27][CH2:26][NH:25][CH2:24][CH2:23]3)=[CH:17][CH:16]=2)=[O:13])[N:8]([CH3:10])[N:9]=1)([CH3:4])([CH3:2])[CH3:3]. (4) Given the reactants [CH2:1]([O:8][C:9]1[C:10]([C:35]2[CH:40]=[CH:39][C:38]([F:41])=[CH:37][CH:36]=2)=[CH:11][C:12]([CH2:33][CH3:34])=[C:13]([CH:32]=1)[O:14][CH2:15][CH2:16][CH2:17][O:18][C:19]1[C:20]([CH2:29][CH2:30][CH3:31])=[C:21]([CH:26]=[CH:27][CH:28]=1)[C:22]([O:24]C)=[O:23])[C:2]1[CH:7]=[CH:6][CH:5]=[CH:4][CH:3]=1.[OH-].[K+].Cl, predict the reaction product. The product is: [CH2:1]([O:8][C:9]1[C:10]([C:35]2[CH:36]=[CH:37][C:38]([F:41])=[CH:39][CH:40]=2)=[CH:11][C:12]([CH2:33][CH3:34])=[C:13]([CH:32]=1)[O:14][CH2:15][CH2:16][CH2:17][O:18][C:19]1[C:20]([CH2:29][CH2:30][CH3:31])=[C:21]([CH:26]=[CH:27][CH:28]=1)[C:22]([OH:24])=[O:23])[C:2]1[CH:3]=[CH:4][CH:5]=[CH:6][CH:7]=1. (5) Given the reactants C(OC([NH:8][C:9]1[C:18]2[C:13](=[CH:14][CH:15]=[CH:16][CH:17]=2)[C:12]([CH2:19][C:20]2[CH:25]=[CH:24][N:23]=[C:22]([NH:26]C(OC(C)(C)C)=O)[CH:21]=2)=[CH:11][CH:10]=1)=O)(C)(C)C.C(O)(C(F)(F)F)=O, predict the reaction product. The product is: [NH2:8][C:9]1[C:18]2[C:13](=[CH:14][CH:15]=[CH:16][CH:17]=2)[C:12]([CH2:19][C:20]2[CH:25]=[CH:24][N:23]=[C:22]([NH2:26])[CH:21]=2)=[CH:11][CH:10]=1. (6) The product is: [ClH:25].[C:1]([C:5]1[C:10]([O:11][CH2:12][CH3:13])=[CH:9][C:8]([C:14]2[N:15]([C:33]([N:50]3[CH2:51][CH2:52][N:47]([CH2:46][C:45]([N:39]4[CH2:40][CH2:41][O:42][CH2:43][CH2:44]4)=[O:53])[CH2:48][CH2:49]3)=[O:34])[C@H:16]([C:26]3[CH:31]=[CH:30][C:29]([Cl:32])=[CH:28][CH:27]=3)[C@H:17]([C:19]3[CH:20]=[CH:21][C:22]([Cl:25])=[CH:23][CH:24]=3)[N:18]=2)=[C:7]([O:36][CH2:37][CH3:38])[CH:6]=1)([CH3:2])([CH3:3])[CH3:4]. Given the reactants [C:1]([C:5]1[C:10]([O:11][CH2:12][CH3:13])=[CH:9][C:8]([C:14]2[N:15]([C:33](Cl)=[O:34])[C@H:16]([C:26]3[CH:31]=[CH:30][C:29]([Cl:32])=[CH:28][CH:27]=3)[C@H:17]([C:19]3[CH:24]=[CH:23][C:22]([Cl:25])=[CH:21][CH:20]=3)[N:18]=2)=[C:7]([O:36][CH2:37][CH3:38])[CH:6]=1)([CH3:4])([CH3:3])[CH3:2].[N:39]1([C:45](=[O:53])[CH2:46][N:47]2[CH2:52][CH2:51][NH:50][CH2:49][CH2:48]2)[CH2:44][CH2:43][O:42][CH2:41][CH2:40]1, predict the reaction product. (7) The product is: [CH3:8][C:4]1[CH:5]=[CH:6][CH:7]=[C:2]([CH3:1])[C:3]=1[C:9]1[CH:14]=[CH:13][CH:12]=[C:11]([CH:15]2[CH2:24][CH2:23][C:22]3[C:17](=[CH:18][CH:19]=[C:20]([CH2:25][CH2:26][C:27]([O:29][CH3:30])=[O:28])[CH:21]=3)[O:16]2)[CH:10]=1. Given the reactants [CH3:1][C:2]1[CH:7]=[CH:6][CH:5]=[C:4]([CH3:8])[C:3]=1[C:9]1[CH:14]=[CH:13][CH:12]=[C:11]([CH:15]2[CH2:24][CH2:23][C:22]3[C:17](=[CH:18][CH:19]=[C:20](/[CH:25]=[CH:26]/[C:27]([O:29][CH3:30])=[O:28])[CH:21]=3)[O:16]2)[CH:10]=1, predict the reaction product.